Dataset: Experimentally validated miRNA-target interactions with 360,000+ pairs, plus equal number of negative samples. Task: Binary Classification. Given a miRNA mature sequence and a target amino acid sequence, predict their likelihood of interaction. (1) The miRNA is rno-miR-29b-1-5p with sequence UUUCAUAUGGUGGUUUAGAUUU. The protein sequence of the target gene is MDLDKPSVWGSLKQRTRPLLINLSKKKAKKSPSKPLDLRVQHHLDRRLSLSVPDLLEAEALAPEGRPYSGPQSSYISVPNSLSTAGIVPKSSSSSLKQSEEELDWSQEEASHVHGVDTDSEEIYASPAEEWQAFSQSALDLHKPSLGRDAPEEHDKTHGNDDLNASMTSQHFEEESTLGEASDCVSHLPSPFAYLLTIHLKEGRNLVVRDRCGTSDPYVKFKLNGKTLYKSKVIYKNLNPIWDEIVVLPIQSLDQKLRVKVYDRDLTKSDFMGSAFVVLRDLELNRTTEHILKLEDPNSL.... Result: 0 (no interaction). (2) The miRNA is mmu-miR-301b-3p with sequence CAGUGCAAUGGUAUUGUCAAAGC. The protein sequence of the target gene is MEAPERAGGGEPPEPGGRPVLGPRAFVPQKEIVYNKLLPYAERLDAESDLQLAQIKSNLGRAVQLQELWPGGLFWTRKLSTYIRLYGRKFSKEDHVLFIKLLYELVSIPKLEISMMQGFARLLINLLKKKELLSRDDLELPWRPLYDLVERILYSKTEHLRLNSFPNSIENVLKTLVKSCRPYFPADSTAEMLEEWRPLMCPFDVTMQKAISYFEIFLPTSLPPELHHKGFKLWFDELIGLWVSVQNLPQWEGQLVNLFARLATDNIGYIDWDPYVPKIFTRILRSLNLPVGSSQVLVPR.... Result: 1 (interaction). (3) The miRNA is hsa-miR-514b-5p with sequence UUCUCAAGAGGGAGGCAAUCAU. The protein sequence of the target gene is MRPVSPLQLLLVLSLAPQPVLGSPKQYFLKYILEPPPCRSEPGACNMFCTQQEECPEPLQCCSAYCGIVCTSNQAPVLGLS. Result: 0 (no interaction). (4) The miRNA is hsa-miR-4482-3p with sequence UUUCUAUUUCUCAGUGGGGCUC. The protein sequence of the target gene is MISAPDVVAFTKEEEYEEEPYNEPALPEEYSVPLFPFASQGANPWSKLSGAKFSRDFILISEFSEQVGPQPLLTIPNDTKVFGTFDLNYFSLRIMSVDYQASFVGHPPGSAYPKLNFVEDSKVVLGDSKEGAFAYVHHLTLYDLEARGFVRPFCMAYISADQHKIMQQFQELSAEFSRASECLKTGNRKAFAGELEKKLKDLDYTRTVLHTETEIQKKANDKGFYSSQAIEKANELASVEKSIIEHQDLLKQIRSYPHRKLKGHDLCPGEMEHIQDQASQASTTSNPDESADTDLYTCRP.... Result: 0 (no interaction). (5) The miRNA is hsa-miR-218-5p with sequence UUGUGCUUGAUCUAACCAUGU. The protein sequence of the target gene is MPGAGDGVEESCSGGEGAVPGTGSEAGAVAGREPSRLCGYLQKLSGKGPLRGYRSRWFVFDSRRCYLYYFKSPQDALPLGHLDIADACFSYQGRDEAAEPGADPPTHFQVHSAGAVTVLKAPNRELMTYWLQELQQKRWEYCNSLDMMKWDSRTSPTPGDFPKGLVARDTTDIISQHPNPSAEKARTVLAVEAAPGELVGDRAAHQPAPGHPNPINFYSLKQWGNELKNSMSSFRPGRGHSESRRTVFYTNEEWELLDPPPKDLEESLVPEERKKPMPEGSKGVASSGFPFEFGRNPYKG.... Result: 0 (no interaction).